Task: Predict the reaction yield, written as a fraction of the theoretical maximum amount of product (1.0 means a 100% yield; for example, 0.34 means a 34% yield).. Dataset: Reaction yield outcomes from USPTO patents with 853,638 reactions (1) The reactants are [CH2:1]([O:3][C:4](=[O:7])[CH2:5][NH2:6])[CH3:2].[CH2:8]([O:12][C:13]1[CH:18]=[CH:17][C:16]([S:19](Cl)(=[O:21])=[O:20])=[CH:15][CH:14]=1)[C:9]#[C:10][CH3:11]. The catalyst is C(Cl)(Cl)Cl.N1C=CC=CC=1.CCOCC. The product is [CH2:1]([O:3][C:4](=[O:7])[CH2:5][NH:6][S:19]([C:16]1[CH:15]=[CH:14][C:13]([O:12][CH2:8][C:9]#[C:10][CH3:11])=[CH:18][CH:17]=1)(=[O:21])=[O:20])[CH3:2]. The yield is 0.430. (2) The reactants are [Cl:1][C:2]1[CH:3]=[C:4]([CH:9]([NH:14]CC2C=CC(OC)=C(OC)C=2)[C:10]([F:13])([F:12])[F:11])[CH:5]=[CH:6][C:7]=1[Cl:8].C(O)(C(F)(F)F)=O. The catalyst is C(Cl)Cl. The product is [Cl:1][C:2]1[CH:3]=[C:4]([CH:9]([NH2:14])[C:10]([F:11])([F:12])[F:13])[CH:5]=[CH:6][C:7]=1[Cl:8]. The yield is 0.748.